This data is from Drug-target binding data from BindingDB using IC50 measurements. The task is: Regression. Given a target protein amino acid sequence and a drug SMILES string, predict the binding affinity score between them. We predict pIC50 (pIC50 = -log10(IC50 in M); higher means more potent). Dataset: bindingdb_ic50. (1) The drug is CCCS(=O)(=O)Nc1cc(C(C)(C)C)cc(NC(=O)C(=O)c2ccc(OCCN3CCOCC3)c3ccccc23)c1OC. The target protein (Q8WTV0) has sequence MGCSAKARWAAGALGVAGLLCAVLGAVMIVMVPSLIKQQVLKNVRIDPSSLSFNMWKEIPIPFYLSVYFFDVMNPSEILKGEKPQVRERGPYVYREFRHKSNITFNNNDTVSFLEYRTFQFQPSKSHGSESDYIVMPNILVLGAAVMMENKPMTLKLIMTLAFTTLGERAFMNRTVGEIMWGYKDPLVNLINKYFPGMFPFKDKFGLFAELNNSDSGLFTVFTGVQNISRIHLVDKWNGLSKVDFWHSDQCNMINGTSGQMWPPFMTPESSLEFYSPEACRSMKLMYKESGVFEGIPTYRFVAPKTLFANGSIYPPNEGFCPCLESGIQNVSTCRFSAPLFLSHPHFLNADPVLAEAVTGLHPNQEAHSLFLDIHPVTGIPMNCSVKLQLSLYMKSVAGIGQTGKIEPVVLPLLWFAESGAMEGETLHTFYTQLVLMPKVMHYAQYVLLALGCVLLLVPVICQIRSQVGAGQRAARADSHSLACWGKGASDRTLWPTAAW.... The pIC50 is 7.3. (2) The small molecule is CCOC(=O)N[C@@H](Cc1ccccc1)C(=O)N[C@H](C(=O)N[C@@H](C)C(=O)N[C@@H](CC(C)C)C(N)=O)C(C)C. The target protein (P04229) has sequence MVCLKLPGGSCMTALTVTLMVLSSPLALAGDTRPRFLWQLKFECHFFNGTERVRLLERCIYNQEESVRFDSDVGEYRAVTELGRPDAEYWNSQKDLLEQRRAAVDTYCRHNYGVGESFTVQRRVEPKVTVYPSKTQPLQHHNLLVCSVSGFYPGSIEVRWFRNGQEEKAGVVSTGLIQNGDWTFQTLVMLETVPRSGEVYTCQVEHPSVTSPLTVEWRARSESAQSKMLSGVGGFVLGLLFLGAGLFIYFRNQKGHSGLQPTGFLS. The pIC50 is 7.5. (3) The small molecule is O=C[C@@H]1CCCN1C(=O)[C@@H]1CCCN1C(=O)OCc1ccccc1. The target protein (O70196) has sequence MLSFQYPDVYRDETSVQDYHGHKICDPYAWLEDPDSEQTKAFVEAQNKITVPFLEQCPIRGLYKERMTELYDYPKYSCHFKKGKRYFYFYNTGLQNQRVLYVQDSLEGEARVFLDPNTLSDDGTVALRGYAFSEDGEYFAYGLSASGSDWVTIKFMKVDGAKELPDVLERVKFTCMAWTHDGKGMFYNSYPQQDGKSDGTETSTNLHQKLCYHVLGTDQSEDVLCAEFPDEPKWMGGAELSDDGRYVLLSIWEGCDPVNRLWYCDLQQGSNGINGILKWVKLIDNFEGEYDYITNEGTVFTFKTNRNSPNYRLINIDFTDPDESKWKVLVPEHEKDVLEWVACVRSNFLVLCYLRNVKNILQLHDLTTGALLKTFPLDVGSVVGYSGRKKDSEIFYQFTSFLSPGVIYHCDLTREELEPRVFREVTVKGIDASDYQTIQVFYPSKDGTKIPMFIVHKKGIKLDGSHPAFLYGYGGFNISITPNYSVSRLIFVRHMGGVLA.... The pIC50 is 7.3. (4) The compound is COc1cccc2c1C(=O)c1c(O)c3c(c(O)c1C2=O)C[C@@](O)(C(=O)CO)C[C@@H]3O[C@H]1C[C@H](N)[C@H](O)[C@H](C)O1. The pIC50 is 5.4. The target protein sequence is MGNRIPEEVVEQIRTSSDIVEVIGEYVQLRKQGRNYFGLCPFHGENSPSFSVSSDKQIFHCFGCGEGGNVFSFLMKMEGLAFTEAVQKLGERNGIAVAEYTSGQGQQEDISDDTVIMQQAHELLKKYYHHLLVNTEEGNEALSYLLKRGITKEMIEKFEIGYASPAWDAATKILQKRGLSLSSMEQAGLLIRSEKDGSHYDRFRGRVMFPIYTLQGKVIAFSGRALGDDTPKYLNSPETPIFHKSKLLYNFHQARPFIRKRGQVVLFEGYADVLAAVKSGVEEAVATMGTALTEEQAKLLRRNVETVVLCYDGDKAGREATMKAGQLLLQVGCQVKVTSLPDKLDPDEYVQQYGTTAFENLVKSSISFVGFKINYLRLGKNLQDESGKEEYVKSVLKELSLLQDAMQAESYLKSLSQEFSYSMETLLNQLHQYRKEQKVQQKQVKQVSKPSQIVQTKPKLTGFERAEREIIYHMLQSPEVAVRMESHIEDFHTEEHKGIL....